From a dataset of NCI-60 drug combinations with 297,098 pairs across 59 cell lines. Regression. Given two drug SMILES strings and cell line genomic features, predict the synergy score measuring deviation from expected non-interaction effect. (1) Drug 1: CC1=C2C(C(=O)C3(C(CC4C(C3C(C(C2(C)C)(CC1OC(=O)C(C(C5=CC=CC=C5)NC(=O)OC(C)(C)C)O)O)OC(=O)C6=CC=CC=C6)(CO4)OC(=O)C)OC)C)OC. Drug 2: CCC(=C(C1=CC=CC=C1)C2=CC=C(C=C2)OCCN(C)C)C3=CC=CC=C3.C(C(=O)O)C(CC(=O)O)(C(=O)O)O. Cell line: MOLT-4. Synergy scores: CSS=96.4, Synergy_ZIP=30.3, Synergy_Bliss=26.5, Synergy_Loewe=-5.50, Synergy_HSA=26.6. (2) Drug 1: C1=NC2=C(N=C(N=C2N1C3C(C(C(O3)CO)O)O)F)N. Drug 2: C#CCC(CC1=CN=C2C(=N1)C(=NC(=N2)N)N)C3=CC=C(C=C3)C(=O)NC(CCC(=O)O)C(=O)O. Cell line: CCRF-CEM. Synergy scores: CSS=52.3, Synergy_ZIP=-1.40, Synergy_Bliss=-4.13, Synergy_Loewe=-7.26, Synergy_HSA=-2.40. (3) Drug 1: C1=CC=C(C(=C1)C(C2=CC=C(C=C2)Cl)C(Cl)Cl)Cl. Drug 2: CN1C2=C(C=C(C=C2)N(CCCl)CCCl)N=C1CCCC(=O)O.Cl. Cell line: MOLT-4. Synergy scores: CSS=1.75, Synergy_ZIP=3.59, Synergy_Bliss=6.41, Synergy_Loewe=-5.19, Synergy_HSA=-3.57. (4) Drug 2: CC1=C(C(=O)C2=C(C1=O)N3CC4C(C3(C2COC(=O)N)OC)N4)N. Cell line: 786-0. Drug 1: CCC1=C2CN3C(=CC4=C(C3=O)COC(=O)C4(CC)O)C2=NC5=C1C=C(C=C5)O. Synergy scores: CSS=49.8, Synergy_ZIP=-3.76, Synergy_Bliss=1.91, Synergy_Loewe=-22.1, Synergy_HSA=1.94. (5) Drug 1: CC1OCC2C(O1)C(C(C(O2)OC3C4COC(=O)C4C(C5=CC6=C(C=C35)OCO6)C7=CC(=C(C(=C7)OC)O)OC)O)O. Drug 2: CC1C(C(CC(O1)OC2CC(OC(C2O)C)OC3=CC4=CC5=C(C(=O)C(C(C5)C(C(=O)C(C(C)O)O)OC)OC6CC(C(C(O6)C)O)OC7CC(C(C(O7)C)O)OC8CC(C(C(O8)C)O)(C)O)C(=C4C(=C3C)O)O)O)O. Cell line: HT29. Synergy scores: CSS=12.3, Synergy_ZIP=-0.837, Synergy_Bliss=4.68, Synergy_Loewe=-21.1, Synergy_HSA=2.66.